Dataset: Forward reaction prediction with 1.9M reactions from USPTO patents (1976-2016). Task: Predict the product of the given reaction. Given the reactants C(N(CC)CC)C.[CH3:8][C@:9]12[C:15]([CH3:17])([CH3:16])[C@H:12]([CH2:13][CH2:14]1)[CH:11]([C:18](Cl)=[O:19])[C:10]2=O.C(O[C:27]([N:29](C)[NH:30][C:31]1[CH:36]=[CH:35][CH:34]=[C:33]([Cl:37])[C:32]=1[Cl:38])=O)(C)(C)C.Cl.O1CCOCC1, predict the reaction product. The product is: [Cl:38][C:32]1[C:33]([Cl:37])=[CH:34][CH:35]=[CH:36][C:31]=1[N:30]1[C:18](=[O:19])[C:11]2[C@@H:12]3[C:15]([CH3:17])([CH3:16])[C@@:9]([CH3:8])([CH2:14][CH2:13]3)[C:10]=2[N:29]1[CH3:27].